The task is: Regression. Given two drug SMILES strings and cell line genomic features, predict the synergy score measuring deviation from expected non-interaction effect.. This data is from NCI-60 drug combinations with 297,098 pairs across 59 cell lines. (1) Drug 1: C1CCC(CC1)NC(=O)N(CCCl)N=O. Drug 2: CC1CCC2CC(C(=CC=CC=CC(CC(C(=O)C(C(C(=CC(C(=O)CC(OC(=O)C3CCCCN3C(=O)C(=O)C1(O2)O)C(C)CC4CCC(C(C4)OC)OCCO)C)C)O)OC)C)C)C)OC. Cell line: CAKI-1. Synergy scores: CSS=31.6, Synergy_ZIP=-12.1, Synergy_Bliss=-10.4, Synergy_Loewe=-3.55, Synergy_HSA=-2.17. (2) Drug 1: C1CCC(C1)C(CC#N)N2C=C(C=N2)C3=C4C=CNC4=NC=N3. Drug 2: CCC1(C2=C(COC1=O)C(=O)N3CC4=CC5=C(C=CC(=C5CN(C)C)O)N=C4C3=C2)O.Cl. Cell line: SNB-19. Synergy scores: CSS=10.8, Synergy_ZIP=1.49, Synergy_Bliss=0.429, Synergy_Loewe=-40.4, Synergy_HSA=-1.95. (3) Drug 1: CN1CCC(CC1)COC2=C(C=C3C(=C2)N=CN=C3NC4=C(C=C(C=C4)Br)F)OC. Drug 2: CC1CCC2CC(C(=CC=CC=CC(CC(C(=O)C(C(C(=CC(C(=O)CC(OC(=O)C3CCCCN3C(=O)C(=O)C1(O2)O)C(C)CC4CCC(C(C4)OC)OCCO)C)C)O)OC)C)C)C)OC. Cell line: SR. Synergy scores: CSS=17.1, Synergy_ZIP=-5.70, Synergy_Bliss=-17.0, Synergy_Loewe=-51.0, Synergy_HSA=-16.9. (4) Drug 1: C1CCN(CC1)CCOC2=CC=C(C=C2)C(=O)C3=C(SC4=C3C=CC(=C4)O)C5=CC=C(C=C5)O. Drug 2: CCC1(CC2CC(C3=C(CCN(C2)C1)C4=CC=CC=C4N3)(C5=C(C=C6C(=C5)C78CCN9C7C(C=CC9)(C(C(C8N6C=O)(C(=O)OC)O)OC(=O)C)CC)OC)C(=O)OC)O.OS(=O)(=O)O. Cell line: TK-10. Synergy scores: CSS=4.14, Synergy_ZIP=1.72, Synergy_Bliss=4.95, Synergy_Loewe=1.01, Synergy_HSA=1.35. (5) Drug 1: C1=CC(=CC=C1CCC2=CNC3=C2C(=O)NC(=N3)N)C(=O)NC(CCC(=O)O)C(=O)O. Drug 2: C1CC(=O)NC(=O)C1N2C(=O)C3=CC=CC=C3C2=O. Cell line: HS 578T. Synergy scores: CSS=15.5, Synergy_ZIP=5.93, Synergy_Bliss=9.72, Synergy_Loewe=-1.94, Synergy_HSA=9.67.